From a dataset of Forward reaction prediction with 1.9M reactions from USPTO patents (1976-2016). Predict the product of the given reaction. Given the reactants C([O:3][C:4](=O)[C:5]([NH:7][C:8]1[CH:13]=[C:12]([CH3:14])[C:11]([O:15][C:16]2[CH:21]=[CH:20][C:19]([OH:22])=[C:18]([C:23](=[O:29])[N:24]([CH:26]([CH3:28])[CH3:27])[CH3:25])[CH:17]=2)=[C:10]([CH3:30])[CH:9]=1)=[O:6])C.S([O-])([O-])(=O)=O.[Mg+2].[NH3:38], predict the reaction product. The product is: [OH:22][C:19]1[CH:20]=[CH:21][C:16]([O:15][C:11]2[C:10]([CH3:30])=[CH:9][C:8]([NH:7][C:5]([C:4]([NH2:38])=[O:3])=[O:6])=[CH:13][C:12]=2[CH3:14])=[CH:17][C:18]=1[C:23](=[O:29])[N:24]([CH:26]([CH3:28])[CH3:27])[CH3:25].